Dataset: Drug-target binding data from BindingDB using IC50 measurements. Task: Regression. Given a target protein amino acid sequence and a drug SMILES string, predict the binding affinity score between them. We predict pIC50 (pIC50 = -log10(IC50 in M); higher means more potent). Dataset: bindingdb_ic50. (1) The small molecule is COc1cc2nc(N3CCC(N4CCCC(OC)C4)CC3)nc(Nc3ccc(Cl)cc3)c2cc1OC. The target protein (P51680) has sequence MNATEVTDTTQDETVYNSYYFYESMPKPCTKEGIKAFGEVFLPPLYSLVFLLGLFGNSVVVLVLFKYKRLKSMTDVYLLNLAISDLLFVLSLPFWGYYAADQWVFGLGLCKIVSWMYLVGFYSGIFFIMLMSIDRYLAIVHAVFSLKARTLTYGVITSLITWSVAVFASLPGLLFSTCYTEHNHTYCKTQYSVNSTTWKVLSSLEINVLGLLIPLGIMLFCYSMIIRTLQHCKNEKKNRAVRMIFAVVVLFLGFWTPYNVVLFLETLVELEVLQDCTLERYLDYAIQATETLAFIHCCLNPVIYFFLGEKFRKYITQLFRTCRGPLVLCKHCDFLQVYSADMSSSSYTQSTVDHDFRDAL. The pIC50 is 6.4. (2) The small molecule is O=C(O)c1ccc(-c2ccc(O[C@H]3O[C@H](CO)[C@@H](O)[C@H](O)[C@@H]3O)c(Cl)c2)cc1. The target protein (P22897) has sequence MRLPLLLVFASVIPGAVLLLDTRQFLIYNEDHKRCVDAVSPSAVQTAACNQDAESQKFRWVSESQIMSVAFKLCLGVPSKTDWVAITLYACDSKSEFQKWECKNDTLLGIKGEDLFFNYGNRQEKNIMLYKGSGLWSRWKIYGTTDNLCSRGYEAMYTLLGNANGATCAFPFKFENKWYADCTSAGRSDGWLWCGTTTDYDTDKLFGYCPLKFEGSESLWNKDPLTSVSYQINSKSALTWHQARKSCQQQNAELLSITEIHEQTYLTGLTSSLTSGLWIGLNSLSFNSGWQWSDRSPFRYLNWLPGSPSAEPGKSCVSLNPGKNAKWENLECVQKLGYICKKGNTTLNSFVIPSESDVPTHCPSQWWPYAGHCYKIHRDEKKIQRDALTTCRKEGGDLTSIHTIEELDFIISQLGYEPNDELWIGLNDIKIQMYFEWSDGTPVTFTKWLRGEPSHENNRQEDCVVMKGKDGYWADRGCEWPLGYICKMKSRSQGPEIVEV.... The pIC50 is 3.0.